From a dataset of Reaction yield outcomes from USPTO patents with 853,638 reactions. Predict the reaction yield, written as a fraction of the theoretical maximum amount of product (1.0 means a 100% yield; for example, 0.34 means a 34% yield). (1) The reactants are [Cl:1][C:2]1[CH:3]=[CH:4][C:5]([S:9][CH3:10])=[C:6]([NH2:8])[CH:7]=1.[Cl:11][C:12]1[CH:17]=[CH:16][C:15]([S:18](Cl)(=[O:20])=[O:19])=[C:14]([F:22])[CH:13]=1. No catalyst specified. The product is [Cl:11][C:12]1[CH:17]=[CH:16][C:15]([S:18]([NH:8][C:6]2[CH:7]=[C:2]([Cl:1])[CH:3]=[CH:4][C:5]=2[S:9][CH3:10])(=[O:19])=[O:20])=[C:14]([F:22])[CH:13]=1. The yield is 0.660. (2) The reactants are Br[C:2]1[C:14]2[C:13]3[C:8](=[CH:9][C:10]([C:15]([OH:18])([CH3:17])[CH3:16])=[CH:11][CH:12]=3)[NH:7][C:6]=2[C:5]([C:19]([NH2:21])=[O:20])=[CH:4][C:3]=1[Cl:22].[F:23][C:24]1[CH:29]=[CH:28][C:27]([N:30]2[CH:35]=[CH:34][C:33](=[O:36])[N:32]([C:37]3[CH:42]=[CH:41][CH:40]=[C:39](B4OC(C)(C)C(C)(C)O4)[C:38]=3[CH3:52])[C:31]2=[O:53])=[CH:26][CH:25]=1.C([O-])([O-])=O.[Na+].[Na+]. The catalyst is C1(C)C=CC=CC=1.C(O)C.C1C=CC([P]([Pd]([P](C2C=CC=CC=2)(C2C=CC=CC=2)C2C=CC=CC=2)([P](C2C=CC=CC=2)(C2C=CC=CC=2)C2C=CC=CC=2)[P](C2C=CC=CC=2)(C2C=CC=CC=2)C2C=CC=CC=2)(C2C=CC=CC=2)C2C=CC=CC=2)=CC=1. The yield is 0.490. The product is [Cl:22][C:3]1[CH:4]=[C:5]([C:19]([NH2:21])=[O:20])[C:6]2[NH:7][C:8]3[C:13]([C:14]=2[C:2]=1[C:39]1[CH:40]=[CH:41][CH:42]=[C:37]([N:32]2[C:33](=[O:36])[CH:34]=[CH:35][N:30]([C:27]4[CH:28]=[CH:29][C:24]([F:23])=[CH:25][CH:26]=4)[C:31]2=[O:53])[C:38]=1[CH3:52])=[CH:12][CH:11]=[C:10]([C:15]([OH:18])([CH3:17])[CH3:16])[CH:9]=3. (3) The reactants are [Br:1][C:2]1[CH:3]=[CH:4][C:5]([N:11]2[C:15]([CH3:16])=[CH:14][C:13]([C:17]([O:19][CH2:20][CH3:21])=[O:18])=[N:12]2)=[C:6]([CH:10]=1)[C:7]([OH:9])=O.[CH2:22]1[C:31]2[C:26](=[CH:27][CH:28]=[CH:29][CH:30]=2)[CH2:25][C@@H:24]([CH2:32][OH:33])[NH:23]1.CN(C(ON1N=NC2C=CC=NC1=2)=[N+](C)C)C.F[P-](F)(F)(F)(F)F.CCN(C(C)C)C(C)C. The catalyst is C(Cl)Cl. The product is [Br:1][C:2]1[CH:3]=[CH:4][C:5]([N:11]2[C:15]([CH3:16])=[CH:14][C:13]([C:17]([O:19][CH2:20][CH3:21])=[O:18])=[N:12]2)=[C:6]([C:7]([N:23]2[C@H:24]([CH2:32][OH:33])[CH2:25][C:26]3[C:31](=[CH:30][CH:29]=[CH:28][CH:27]=3)[CH2:22]2)=[O:9])[CH:10]=1. The yield is 0.790. (4) The reactants are [ClH:1].[CH3:2][N:3]([CH3:32])[C@H:4]1[CH2:8][CH2:7][N:6]([C:9]2[CH:10]=[N:11][C:12]3[C:17]([CH:18]=2)=[CH:16][C:15]([S:19][C:20]2[N:24]4[CH:25]=[C:26]([C:29](=O)[CH3:30])[CH:27]=[CH:28][C:23]4=[N:22][N:21]=2)=[CH:14][CH:13]=3)[CH2:5]1.Cl.[NH2:34][OH:35]. The catalyst is CO.Cl. The product is [ClH:1].[CH3:2][N:3]([CH3:32])[C@H:4]1[CH2:8][CH2:7][N:6]([C:9]2[CH:10]=[N:11][C:12]3[C:17]([CH:18]=2)=[CH:16][C:15]([S:19][C:20]2[N:24]4[CH:25]=[C:26](/[C:29](=[N:34]/[OH:35])/[CH3:30])[CH:27]=[CH:28][C:23]4=[N:22][N:21]=2)=[CH:14][CH:13]=3)[CH2:5]1. The yield is 0.654. (5) The catalyst is C(Cl)Cl. The product is [F:17][C:18]([F:31])([F:30])[S:19]([O:9][CH2:8][C:2]1([F:1])[CH2:7][CH2:6][CH2:5][CH2:4][CH2:3]1)(=[O:21])=[O:20]. The yield is 0.971. The reactants are [F:1][C:2]1([CH2:8][OH:9])[CH2:7][CH2:6][CH2:5][CH2:4][CH2:3]1.C(N(CC)CC)C.[F:17][C:18]([F:31])([F:30])[S:19](O[S:19]([C:18]([F:31])([F:30])[F:17])(=[O:21])=[O:20])(=[O:21])=[O:20].O. (6) The product is [CH2:20]([C@H:27]1[CH2:31][O:30][C:29](=[O:32])[N:28]1[C:37](=[O:33])/[CH:36]=[CH:7]/[C:6]1[CH:14]=[CH:9][C:10]([Cl:12])=[CH:4][N:3]=1)[C:21]1[CH:22]=[CH:23][CH:24]=[CH:25][CH:26]=1. The reactants are C([N:3]([CH2:6][CH3:7])[CH2:4]C)C.C[C:9]([CH3:14])(C)[C:10]([Cl:12])=O.[Li]CCCC.[CH2:20]([C@H:27]1[CH2:31][O:30][C:29](=[O:32])[NH:28]1)[C:21]1[CH:26]=[CH:25][CH:24]=[CH:23][CH:22]=1.[O:33]1[CH2:37][CH2:36]NC1=O. The catalyst is O1CCCC1. The yield is 0.540. (7) The reactants are [NH2:1][C:2]1[C:3]([C:9]([O:11][CH3:12])=[O:10])=[N:4][C:5](Br)=[CH:6][CH:7]=1.[Br:13][C:14]1[C:15]([F:30])=[CH:16][C:17]([F:29])=[C:18](B2OC(C)(C)C(C)(C)O2)[CH:19]=1. No catalyst specified. The product is [NH2:1][C:2]1[C:3]([C:9]([O:11][CH3:12])=[O:10])=[N:4][C:5]([C:18]2[CH:19]=[C:14]([Br:13])[C:15]([F:30])=[CH:16][C:17]=2[F:29])=[CH:6][CH:7]=1. The yield is 0.490.